From a dataset of Full USPTO retrosynthesis dataset with 1.9M reactions from patents (1976-2016). Predict the reactants needed to synthesize the given product. (1) Given the product [CH3:9][O:10][C:11]1[CH:19]=[C:18]2[C:14]([C:15]([CH2:26][C:27]3[N:32]=[C:31]([C:33](=[N:3][OH:2])[NH2:34])[CH:30]=[CH:29][CH:28]=3)=[C:16]([C:20]3[CH:25]=[CH:24][CH:23]=[CH:22][CH:21]=3)[NH:17]2)=[CH:13][CH:12]=1, predict the reactants needed to synthesize it. The reactants are: [Cl-].[OH:2][NH3+:3].C(=O)([O-])O.[Na+].[CH3:9][O:10][C:11]1[CH:19]=[C:18]2[C:14]([C:15]([CH2:26][C:27]3[N:32]=[C:31]([C:33]#[N:34])[CH:30]=[CH:29][CH:28]=3)=[C:16]([C:20]3[CH:25]=[CH:24][CH:23]=[CH:22][CH:21]=3)[NH:17]2)=[CH:13][CH:12]=1. (2) The reactants are: Br[C:2]1[CH:29]=[CH:28][C:5]2[NH:6][C:7]([C@@H:9]3[CH2:21][N:19]4[C:20]5[CH:12]([C@@H:13]([NH:22][C:23](=[O:26])[O:24][CH3:25])[CH2:14][CH2:15][C:16]=5[CH:17]=[CH:18]4)[C:11](=[O:27])[CH2:10]3)=[N:8][C:4]=2[CH:3]=1.[CH3:30][CH:31]([CH3:71])[C@H:32]([NH:66][C:67](=[O:70])[O:68][CH3:69])[C:33](=[O:65])[N:34]1[CH2:38][CH2:37][CH2:36][C@H:35]1[C:39]1[NH:40][C:41]([C:44]2[CH:49]=[CH:48][C:47]([C:50]3[CH:55]=[CH:54][C:53](B4OC(C)(C)C(C)(C)O4)=[CH:52][CH:51]=3)=[CH:46][CH:45]=2)=[CH:42][N:43]=1.C(=O)(O)[O-].[Na+].C1(C)C=CC=CC=1. Given the product [CH3:25][O:24][C:23](=[O:26])[NH:22][C@@H:13]1[CH:12]2[C:11](=[O:27])[CH2:10][C@H:9]([C:7]3[NH:8][C:4]4[CH:3]=[C:2]([C:53]5[CH:52]=[CH:51][C:50]([C:47]6[CH:46]=[CH:45][C:44]([C:41]7[NH:40][C:39]([C@@H:35]8[CH2:36][CH2:37][CH2:38][N:34]8[C:33](=[O:65])[C@@H:32]([NH:66][C:67]([O:68][CH3:69])=[O:70])[CH:31]([CH3:71])[CH3:30])=[N:43][CH:42]=7)=[CH:49][CH:48]=6)=[CH:55][CH:54]=5)[CH:29]=[CH:28][C:5]=4[N:6]=3)[CH2:21][N:19]3[C:20]2=[C:16]([CH:17]=[CH:18]3)[CH2:15][CH2:14]1, predict the reactants needed to synthesize it. (3) Given the product [N:47]1[CH:48]=[CH:49][C:44]([CH2:5][NH:1][C:6]([NH:8][CH:9]2[C:17]3[C:12](=[CH:13][C:14]([C:18]([NH:20][C:21]4[CH:26]=[CH:25][CH:24]=[CH:23][C:22]=4[NH:27][C:28](=[O:34])[O:29][C:30]([CH3:31])([CH3:32])[CH3:33])=[O:19])=[CH:15][CH:16]=3)[CH2:11][CH2:10]2)=[O:7])=[CH:45][CH:46]=1, predict the reactants needed to synthesize it. The reactants are: [N:1]1([C:6]([NH:8][CH:9]2[C:17]3[C:12](=[CH:13][C:14]([C:18]([NH:20][C:21]4[CH:26]=[CH:25][CH:24]=[CH:23][C:22]=4[NH:27][C:28](=[O:34])[O:29][C:30]([CH3:33])([CH3:32])[CH3:31])=[O:19])=[CH:15][CH:16]=3)[CH2:11][CH2:10]2)=[O:7])[CH:5]=CN=C1.CCN(CC)CC.NC[C:44]1[CH:49]=[CH:48][N:47]=[CH:46][CH:45]=1. (4) Given the product [Br:1][C:2]1[CH:3]=[C:4]2[C:9](=[CH:10][CH:11]=1)[CH:8]=[C:7]([C:12]([Cl:17])=[O:14])[CH:6]=[CH:5]2, predict the reactants needed to synthesize it. The reactants are: [Br:1][C:2]1[CH:3]=[C:4]2[C:9](=[CH:10][CH:11]=1)[CH:8]=[C:7]([C:12]([OH:14])=O)[CH:6]=[CH:5]2.S(Cl)([Cl:17])=O.CN(C=O)C.